From a dataset of Full USPTO retrosynthesis dataset with 1.9M reactions from patents (1976-2016). Predict the reactants needed to synthesize the given product. (1) Given the product [OH:12][CH2:11][CH:7]1[CH2:8][CH2:9][CH2:10][CH:5]([C:3]([O:2][CH3:1])=[O:4])[CH2:6]1, predict the reactants needed to synthesize it. The reactants are: [CH3:1][O:2][C:3]([CH:5]1[CH2:10][CH2:9][CH2:8][CH:7]([C:11](O)=[O:12])[CH2:6]1)=[O:4].S(C)C. (2) Given the product [C:26]([C:30]1[CH:31]=[C:32]([NH:71][S:72]([CH3:75])(=[O:73])=[O:74])[C:33]([O:69][CH3:70])=[C:34]([NH:36][C:37](=[O:68])[NH:38][C:39]2[C:48]3[C:43](=[CH:44][CH:45]=[CH:46][CH:47]=3)[C:42]([O:49][C:50]3[CH:55]=[CH:54][N:53]=[C:52]([NH:56][C:57]4[CH:65]=[CH:64][C:60]([C:61]([NH:87][CH2:86][CH2:85][N:82]5[CH2:83][CH2:84][N:79]([CH:76]6[CH2:78][CH2:77]6)[CH2:80][CH2:81]5)=[O:62])=[C:59]([O:66][CH3:67])[CH:58]=4)[CH:51]=3)=[CH:41][CH:40]=2)[CH:35]=1)([CH3:29])([CH3:27])[CH3:28], predict the reactants needed to synthesize it. The reactants are: CN(C(ON1N=NC2C=CC=NC1=2)=[N+](C)C)C.F[P-](F)(F)(F)(F)F.Cl.[C:26]([C:30]1[CH:31]=[C:32]([NH:71][S:72]([CH3:75])(=[O:74])=[O:73])[C:33]([O:69][CH3:70])=[C:34]([NH:36][C:37](=[O:68])[NH:38][C:39]2[C:48]3[C:43](=[CH:44][CH:45]=[CH:46][CH:47]=3)[C:42]([O:49][C:50]3[CH:55]=[CH:54][N:53]=[C:52]([NH:56][C:57]4[CH:65]=[CH:64][C:60]([C:61](O)=[O:62])=[C:59]([O:66][CH3:67])[CH:58]=4)[CH:51]=3)=[CH:41][CH:40]=2)[CH:35]=1)([CH3:29])([CH3:28])[CH3:27].[CH:76]1([N:79]2[CH2:84][CH2:83][N:82]([CH2:85][CH2:86][NH2:87])[CH2:81][CH2:80]2)[CH2:78][CH2:77]1.CCN(C(C)C)C(C)C. (3) Given the product [Cl:1][C:2]1[CH:3]=[CH:4][C:5]([C:26]#[N:27])=[C:6]([C:8]2[C:13]([O:14][CH3:15])=[CH:12][N:11]([CH:16]([O:22][CH2:23][CH3:24])[C:17]([OH:19])=[O:18])[C:10](=[O:25])[CH:9]=2)[CH:7]=1, predict the reactants needed to synthesize it. The reactants are: [Cl:1][C:2]1[CH:3]=[CH:4][C:5]([C:26]#[N:27])=[C:6]([C:8]2[C:13]([O:14][CH3:15])=[CH:12][N:11]([CH:16]([O:22][CH2:23][CH3:24])[C:17]([O:19]CC)=[O:18])[C:10](=[O:25])[CH:9]=2)[CH:7]=1.[OH-].[Li+]. (4) Given the product [I:17][C:18]1[CH:25]=[CH:24][C:21]([CH2:22][N:2]2[CH2:7][CH2:6][C:5](=[O:8])[CH2:4][CH2:3]2)=[CH:20][CH:19]=1, predict the reactants needed to synthesize it. The reactants are: O.[NH:2]1[CH2:7][CH2:6][C:5](=[O:8])[CH2:4][CH2:3]1.C([O-])([O-])=O.[K+].[K+].[Na+].[I-].[I:17][C:18]1[CH:25]=[CH:24][C:21]([CH2:22]Br)=[CH:20][CH:19]=1. (5) Given the product [C:1]([O:5][C:6]([NH:8][CH2:9][CH:10]([SH:20])[CH2:11][NH:12][C:13]([O:15][C:16]([CH3:19])([CH3:18])[CH3:17])=[O:14])=[O:7])([CH3:4])([CH3:3])[CH3:2], predict the reactants needed to synthesize it. The reactants are: [C:1]([O:5][C:6]([NH:8][CH2:9][CH:10]([S:20]C(=O)C)[CH2:11][NH:12][C:13]([O:15][C:16]([CH3:19])([CH3:18])[CH3:17])=[O:14])=[O:7])([CH3:4])([CH3:3])[CH3:2].C(=O)([O-])[O-].[K+].[K+]. (6) Given the product [O:13]=[C:14]([O-:23])[C@H:15]([C@@H:17]([C@@H:19]([CH2:21][OH:22])[OH:20])[OH:18])[OH:16].[K+:25], predict the reactants needed to synthesize it. The reactants are: O=C[C@@H]([C@H]([C@@H]([C@@H](CO)O)O)O)O.[O:13]=[C:14]([O-:23])[C@H:15]([C@@H:17]([C@@H:19]([CH2:21][OH:22])[OH:20])[OH:18])[OH:16].[OH-].[K+:25].O=O.O.O=C[C@@H]([C@H]([C@@H]([C@@H](CO)O)O)O)O. (7) Given the product [C:21]([O:25][C:26]([NH:28][C:29]1[CH:34]=[CH:33][C:32]([C:6]2[N:5]=[C:4]([NH:8][C@H:9]([C:17]([O:19][CH3:20])=[O:18])[CH2:10][C:11]3[CH:12]=[CH:13][CH:14]=[CH:15][CH:16]=3)[N:45]=[CH:48][CH:38]=2)=[CH:31][CH:30]=1)=[O:27])([CH3:24])([CH3:23])[CH3:22], predict the reactants needed to synthesize it. The reactants are: ClC1N=[CH:6][N:5]=[C:4]([NH:8][C@H:9]([C:17]([O:19][CH3:20])=[O:18])[CH2:10][C:11]2[CH:16]=[CH:15][CH:14]=[CH:13][CH:12]=2)C=1.[C:21]([O:25][C:26]([NH:28][C:29]1[CH:34]=[CH:33][CH:32]=[CH:31][C:30]=1B(O)O)=[O:27])([CH3:24])([CH3:23])[CH3:22].[C:38](=O)([O-])[O-].[Na+].[Na+].C[N:45]([CH3:48])C=O.